Dataset: Peptide-MHC class II binding affinity with 134,281 pairs from IEDB. Task: Regression. Given a peptide amino acid sequence and an MHC pseudo amino acid sequence, predict their binding affinity value. This is MHC class II binding data. (1) The peptide sequence is CVPKVTFTVEKGSNE. The MHC is HLA-DQA10401-DQB10402 with pseudo-sequence HLA-DQA10401-DQB10402. The binding affinity (normalized) is 0.0501. (2) The peptide sequence is PYPQPQLPY. The MHC is HLA-DQA10501-DQB10201 with pseudo-sequence HLA-DQA10501-DQB10201. The binding affinity (normalized) is 0.0528. (3) The binding affinity (normalized) is 0.594. The MHC is DRB1_1001 with pseudo-sequence DRB1_1001. The peptide sequence is SSYAATEVANAAAGQ.